This data is from Forward reaction prediction with 1.9M reactions from USPTO patents (1976-2016). The task is: Predict the product of the given reaction. (1) Given the reactants [CH2:1]([O:4][C@@H:5]1[C@@H:9]([CH2:10][O:11][Si](C(C)(C)C)(C)C)[O:8][C@@H:7]([N:19]2[CH:26]=[C:25]([I:27])[C:23]([NH2:24])=[N:22][C:20]2=[O:21])[CH2:6]1)[CH:2]=[CH2:3], predict the reaction product. The product is: [CH2:1]([O:4][C@@H:5]1[C@@H:9]([CH2:10][OH:11])[O:8][C@@H:7]([N:19]2[CH:26]=[C:25]([I:27])[C:23]([NH2:24])=[N:22][C:20]2=[O:21])[CH2:6]1)[CH:2]=[CH2:3]. (2) The product is: [CH2:9]([O:8][C:6](=[O:7])[CH:5]([NH:11][C:12]([C:14]1[CH:19]=[CH:18][C:17]([C:20]([OH:22])=[O:21])=[CH:16][N:15]=1)=[O:13])[C:4]([O:3][CH2:1][CH3:2])=[O:30])[CH3:10]. Given the reactants [CH2:1]([O:3][C:4](=[O:30])[CH:5]([NH:11][C:12]([C:14]1[CH:19]=[CH:18][C:17]([C:20]([O:22]CC2C=CC=CC=2)=[O:21])=[CH:16][N:15]=1)=[O:13])[C:6]([O:8][CH2:9][CH3:10])=[O:7])[CH3:2], predict the reaction product. (3) The product is: [F:28][C:26]([P:29](=[O:36])([O:33][CH2:34][CH3:35])[O:30][CH2:31][CH3:32])([F:27])[CH2:25][CH2:24][O:23][CH2:22][CH2:21][O:1][C:2]1[CH:9]=[CH:8][C:5]([CH:6]=[O:7])=[C:4]([O:10][CH3:11])[CH:3]=1. Given the reactants [OH:1][C:2]1[CH:9]=[CH:8][C:5]([CH:6]=[O:7])=[C:4]([O:10][CH3:11])[CH:3]=1.C(=O)([O-])[O-].[Cs+].[Cs+].[I-].[Na+].Br[CH2:21][CH2:22][O:23][CH2:24][CH2:25][C:26]([P:29](=[O:36])([O:33][CH2:34][CH3:35])[O:30][CH2:31][CH3:32])([F:28])[F:27], predict the reaction product. (4) Given the reactants [C:1]([NH:9][C:10]1[CH:18]=[CH:17][C:13]([C:14]([OH:16])=[O:15])=[CH:12][C:11]=1[OH:19])(=O)[C:2]1[CH:7]=[CH:6][CH:5]=[CH:4][CH:3]=1.CC1C=CC(S(O)(=O)=O)=CC=1, predict the reaction product. The product is: [C:2]1([C:1]2[O:19][C:11]3[CH:12]=[C:13]([C:14]([OH:16])=[O:15])[CH:17]=[CH:18][C:10]=3[N:9]=2)[CH:3]=[CH:4][CH:5]=[CH:6][CH:7]=1. (5) Given the reactants [Si]([O:8][CH2:9][CH2:10][N:11]([CH:42]([CH3:44])[CH3:43])[C:12]([C:14]1[C:19]([O:20][CH2:21][C:22]2[CH:27]=[CH:26][CH:25]=[CH:24][CH:23]=2)=[C:18]([OH:28])[N:17]=[C:16]([CH2:29][C:30]2([C:36]3[CH:41]=[CH:40][CH:39]=[CH:38][CH:37]=3)[CH2:35][CH2:34][CH2:33][CH2:32][CH2:31]2)[N:15]=1)=[O:13])(C(C)(C)C)(C)C.Cl, predict the reaction product. The product is: [OH:8][CH2:9][CH2:10][N:11]([CH:42]([CH3:44])[CH3:43])[C:12]([C:14]1[C:19]([O:20][CH2:21][C:22]2[CH:27]=[CH:26][CH:25]=[CH:24][CH:23]=2)=[C:18]([OH:28])[N:17]=[C:16]([CH2:29][C:30]2([C:36]3[CH:37]=[CH:38][CH:39]=[CH:40][CH:41]=3)[CH2:35][CH2:34][CH2:33][CH2:32][CH2:31]2)[N:15]=1)=[O:13]. (6) The product is: [F:37][C:6]([F:5])([F:38])[C:7]1[CH:8]=[C:9]([NH:21][C:22]([N:24]2[CH2:30][CH2:29][CH2:28][CH2:27][C:26]3[CH:31]=[C:32]([OH:35])[CH:33]=[CH:34][C:25]2=3)=[O:23])[CH:10]=[CH:11][C:12]=1[CH2:13][N:14]1[CH2:15][CH2:16][N:17]([CH3:20])[CH2:18][CH2:19]1. Given the reactants B(Br)(Br)Br.[F:5][C:6]([F:38])([F:37])[C:7]1[CH:8]=[C:9]([NH:21][C:22]([N:24]2[CH2:30][CH2:29][CH2:28][CH2:27][C:26]3[CH:31]=[C:32]([O:35]C)[CH:33]=[CH:34][C:25]2=3)=[O:23])[CH:10]=[CH:11][C:12]=1[CH2:13][N:14]1[CH2:19][CH2:18][N:17]([CH3:20])[CH2:16][CH2:15]1.C([O-])([O-])=O.[Na+].[Na+].CCOC(C)=O, predict the reaction product. (7) Given the reactants [NH2:1][C:2]1([C:8]([NH2:10])=[O:9])[CH2:7][CH2:6][NH:5][CH2:4][CH2:3]1.[CH3:11][C:12]1[CH:19]=[CH:18][C:15]([CH:16]=O)=[CH:14][C:13]=1[N+:20]([O-:22])=[O:21].[BH4-].[Na+].[C:25]([OH:28])(=[O:27])C, predict the reaction product. The product is: [C:2]([O:28][C:25]([N:5]1[CH2:6][CH2:7][C:2]([C:8](=[O:9])[NH2:10])([NH:1][CH2:16][C:15]2[CH:18]=[CH:19][C:12]([CH3:11])=[C:13]([N+:20]([O-:22])=[O:21])[CH:14]=2)[CH2:3][CH2:4]1)=[O:27])([CH3:8])([CH3:7])[CH3:3]. (8) Given the reactants [Cl:1][C:2]1[CH:3]=[CH:4][C:5]([C:24](OC)=[O:25])=[C:6]2[C:10]=1[N:9]=[C:8]1[N:11]([C:15]3[CH:20]=[CH:19][C:18]([O:21][CH3:22])=[CH:17][C:16]=3[CH3:23])[CH2:12][CH2:13][CH2:14][N:7]21.[CH:28]1([Mg]Br)[CH2:30][CH2:29]1.O1[CH2:37][CH2:36][CH2:35]C1, predict the reaction product. The product is: [Cl:1][C:2]1[C:10]2[N:9]=[C:8]3[N:11]([C:15]4[CH:20]=[CH:19][C:18]([O:21][CH3:22])=[CH:17][C:16]=4[CH3:23])[CH2:12][CH2:13][CH2:14][N:7]3[C:6]=2[C:5]([C:24]([CH:35]2[CH2:36][CH2:37]2)([CH:28]2[CH2:30][CH2:29]2)[OH:25])=[CH:4][CH:3]=1.